From a dataset of Forward reaction prediction with 1.9M reactions from USPTO patents (1976-2016). Predict the product of the given reaction. (1) Given the reactants [CH2:1]([O:8][CH2:9][CH2:10][N:11]1[C:15]2=[N:16][C:17]([C:20]([O:22][CH2:23][CH3:24])=[O:21])=[CH:18][CH:19]=[C:14]2[C:13]([CH:25]2[CH2:30][CH2:29][CH2:28][CH2:27][CH2:26]2)=[CH:12]1)[C:2]1[CH:7]=[CH:6][CH:5]=[CH:4][CH:3]=1.[Br:31]N1C(=O)CCC1=O, predict the reaction product. The product is: [CH2:1]([O:8][CH2:9][CH2:10][N:11]1[C:15]2=[N:16][C:17]([C:20]([O:22][CH2:23][CH3:24])=[O:21])=[CH:18][CH:19]=[C:14]2[C:13]([CH:25]2[CH2:26][CH2:27][CH2:28][CH2:29][CH2:30]2)=[C:12]1[Br:31])[C:2]1[CH:3]=[CH:4][CH:5]=[CH:6][CH:7]=1. (2) Given the reactants [CH3:1][O:2][C:3](=[O:18])[C:4]1[CH:9]=[CH:8][C:7]([O:10][CH:11]2[CH2:14][C:13]([F:16])([F:15])[CH2:12]2)=[C:6](N)[CH:5]=1.N([O-])=O.[Na+].[BrH:23], predict the reaction product. The product is: [CH3:1][O:2][C:3](=[O:18])[C:4]1[CH:9]=[CH:8][C:7]([O:10][CH:11]2[CH2:14][C:13]([F:16])([F:15])[CH2:12]2)=[C:6]([Br:23])[CH:5]=1. (3) Given the reactants [CH2:1]([NH:8][C:9]1[C:10]([CH3:20])=[C:11]([NH:15][S:16]([CH3:19])(=[O:18])=[O:17])[CH:12]=[CH:13][CH:14]=1)[C:2]1[CH:7]=[CH:6][CH:5]=[CH:4][CH:3]=1.[F:21][C:22]1[CH:29]=[CH:28][CH:27]=[CH:26][C:23]=1[CH:24]=O, predict the reaction product. The product is: [CH2:1]([N:8]([CH2:24][C:23]1[CH:26]=[CH:27][CH:28]=[CH:29][C:22]=1[F:21])[C:9]1[C:10]([CH3:20])=[C:11]([NH:15][S:16]([CH3:19])(=[O:18])=[O:17])[CH:12]=[CH:13][CH:14]=1)[C:2]1[CH:3]=[CH:4][CH:5]=[CH:6][CH:7]=1. (4) The product is: [NH2:63][CH:61]([CH3:62])[C:60]([NH:59][CH:55]([C:54]([N:50]1[CH2:51][CH2:52][CH2:53][CH:49]1[CH2:48][C:41]1[C:42]2[C:47](=[CH:46][CH:45]=[CH:44][CH:43]=2)[N:39]([CH2:38][C:37]#[C:36][C:35]#[C:34][CH2:33][N:26]2[C:27]3[C:32](=[CH:31][CH:30]=[CH:29][CH:28]=3)[C:24]([CH2:23][CH:19]3[CH2:20][CH2:21][CH2:22][N:18]3[C:16](=[O:17])[CH:12]([NH:11][C:10](=[O:73])[CH:8]([NH2:7])[CH3:9])[CH:13]([CH3:15])[CH3:14])=[CH:25]2)[CH:40]=1)=[O:72])[CH:56]([CH3:57])[CH3:58])=[O:71]. Given the reactants C(OC(=O)[NH:7][CH:8]([C:10](=[O:73])[NH:11][CH:12]([C:16]([N:18]1[CH2:22][CH2:21][CH2:20][CH:19]1[CH2:23][C:24]1[C:32]2[C:27](=[CH:28][CH:29]=[CH:30][CH:31]=2)[N:26]([CH2:33][C:34]#[C:35][C:36]#[C:37][CH2:38][N:39]2[C:47]3[C:42](=[CH:43][CH:44]=[CH:45][CH:46]=3)[C:41]([CH2:48][CH:49]3[CH2:53][CH2:52][CH2:51][N:50]3[C:54](=[O:72])[CH:55]([NH:59][C:60](=[O:71])[CH:61]([NH:63]C(OC(C)(C)C)=O)[CH3:62])[CH:56]([CH3:58])[CH3:57])=[CH:40]2)[CH:25]=1)=[O:17])[CH:13]([CH3:15])[CH3:14])[CH3:9])(C)(C)C.C(O)(C(F)(F)F)=O.C([O-])(O)=O.[Na+], predict the reaction product. (5) The product is: [C:18]([N:15]1[CH2:16][CH2:17][C:11]2[C:10]([N:21]3[CH2:26][CH2:25][O:24][CH2:23][C@@H:22]3[CH3:27])=[N:9][C:8]([C:5]3[CH:4]=[CH:3][C:2]([NH:1][C:33]([NH:48][CH2:47][C:46]([F:50])([F:49])[F:45])=[O:28])=[CH:7][CH:6]=3)=[N:13][C:12]=2[CH2:14]1)(=[O:20])[CH3:19]. Given the reactants [NH2:1][C:2]1[CH:7]=[CH:6][C:5]([C:8]2[N:9]=[C:10]([N:21]3[CH2:26][CH2:25][O:24][CH2:23][C@@H:22]3[CH3:27])[C:11]3[CH2:17][CH2:16][N:15]([C:18](=[O:20])[CH3:19])[CH2:14][C:12]=3[N:13]=2)=[CH:4][CH:3]=1.[O:28]1[CH2:33]COCC1.C(N(CC)CC)C.C(Cl)(Cl)=O.[F:45][C:46]([F:50])([F:49])[CH2:47][NH2:48], predict the reaction product.